From a dataset of Full USPTO retrosynthesis dataset with 1.9M reactions from patents (1976-2016). Predict the reactants needed to synthesize the given product. (1) Given the product [CH2:12]([C:16]1[O:20][N:19]=[C:18]([CH2:21][N:22]2[C:34]3[C:33]4[CH:32]=[CH:31][CH:30]=[CH:29][C:28]=4[N:27]=[C:26]([NH2:47])[C:25]=3[N:24]=[CH:23]2)[CH:17]=1)[CH2:13][CH2:14][CH3:15], predict the reactants needed to synthesize it. The reactants are: C1C=C(Cl)C=C(C(OO)=O)C=1.[CH2:12]([C:16]1[O:20][N:19]=[C:18]([CH2:21][N:22]2[C:34]3[C:33]4[CH:32]=[CH:31][CH:30]=[CH:29][C:28]=4[N:27]=[CH:26][C:25]=3[N:24]=[CH:23]2)[CH:17]=1)[CH2:13][CH2:14][CH3:15].C1(C)C=CC(S(Cl)(=O)=O)=CC=1.[OH-].[NH4+:47].C(=O)(O)[O-].[Na+]. (2) Given the product [O:29]=[C:28]1[N:14]([CH2:15][C:16]2[CH:21]=[CH:20][CH:19]=[CH:18][CH:17]=2)[C@@H:10]([C:11]([OH:13])=[O:12])[C@@H:9]([C:22]([OH:24])=[O:23])[N:8]1[CH2:7][C:4]1[CH:5]=[CH:6][CH:1]=[CH:2][CH:3]=1, predict the reactants needed to synthesize it. The reactants are: [CH:1]1[CH:6]=[CH:5][C:4]([CH2:7][NH:8][CH:9]([C:22]([OH:24])=[O:23])[CH:10]([NH:14][CH2:15][C:16]2[CH:21]=[CH:20][CH:19]=[CH:18][CH:17]=2)[C:11]([OH:13])=[O:12])=[CH:3][CH:2]=1.[OH-].[K+].Cl[C:28](OC1C=CC=CC=1)=[O:29].Cl. (3) Given the product [Cl:8][C:4]1[CH:3]=[C:2]([NH2:1])[C:7]([I:9])=[CH:6][N:5]=1, predict the reactants needed to synthesize it. The reactants are: [NH2:1][C:2]1[CH:7]=[CH:6][N:5]=[C:4]([Cl:8])[CH:3]=1.[I:9]I.